This data is from Forward reaction prediction with 1.9M reactions from USPTO patents (1976-2016). The task is: Predict the product of the given reaction. (1) The product is: [CH2:1]([NH:3][C:4]1[C:9]([I:13])=[C:8]([CH3:10])[N:7]=[C:6]([S:11][CH3:12])[N:5]=1)[CH3:2]. Given the reactants [CH2:1]([NH:3][C:4]1[CH:9]=[C:8]([CH3:10])[N:7]=[C:6]([S:11][CH3:12])[N:5]=1)[CH3:2].[I:13]Cl, predict the reaction product. (2) Given the reactants [C:1]([C:3]1[CH:30]=[CH:29][C:6]([O:7][C:8]2[N:16]=[C:15]([O:17][C:18]3[CH:23]=[CH:22][C:21]([O:24][C:25]([F:28])([F:27])[F:26])=[CH:20][CH:19]=3)[CH:14]=[CH:13][C:9]=2[C:10](O)=[O:11])=[CH:5][CH:4]=1)#[N:2].[C:31]([O:35][C:36](=[O:46])[NH:37][CH2:38][CH2:39][CH:40]1[CH2:45][CH2:44][NH:43][CH2:42][CH2:41]1)([CH3:34])([CH3:33])[CH3:32], predict the reaction product. The product is: [C:31]([O:35][C:36](=[O:46])[NH:37][CH2:38][CH2:39][CH:40]1[CH2:41][CH2:42][N:43]([C:10]([C:9]2[C:8]([O:7][C:6]3[CH:29]=[CH:30][C:3]([C:1]#[N:2])=[CH:4][CH:5]=3)=[N:16][C:15]([O:17][C:18]3[CH:19]=[CH:20][C:21]([O:24][C:25]([F:27])([F:26])[F:28])=[CH:22][CH:23]=3)=[CH:14][CH:13]=2)=[O:11])[CH2:44][CH2:45]1)([CH3:34])([CH3:32])[CH3:33].